Dataset: Peptide-MHC class I binding affinity with 185,985 pairs from IEDB/IMGT. Task: Regression. Given a peptide amino acid sequence and an MHC pseudo amino acid sequence, predict their binding affinity value. This is MHC class I binding data. (1) The peptide sequence is LPEYGTLGL. The MHC is HLA-B07:02 with pseudo-sequence HLA-B07:02. The binding affinity (normalized) is 0.659. (2) The peptide sequence is RYVLMDGSI. The MHC is HLA-A01:01 with pseudo-sequence HLA-A01:01. The binding affinity (normalized) is 0.